Predict the reactants needed to synthesize the given product. From a dataset of Full USPTO retrosynthesis dataset with 1.9M reactions from patents (1976-2016). (1) Given the product [Cl:12][C:13]1[CH:19]=[C:18]([C:20]([F:22])([F:23])[F:21])[CH:17]=[CH:16][C:14]=1[NH:15][C:7](=[O:9])[C:6]1[CH:10]=[C:2]([Br:1])[CH:3]=[CH:4][C:5]=1[OH:11], predict the reactants needed to synthesize it. The reactants are: [Br:1][C:2]1[CH:10]=[C:6]([C:7]([OH:9])=O)[C:5]([OH:11])=[CH:4][CH:3]=1.[Cl:12][C:13]1[CH:19]=[C:18]([C:20]([F:23])([F:22])[F:21])[CH:17]=[CH:16][C:14]=1[NH2:15]. (2) The reactants are: Cl[C:2]1[N:7]=[C:6]([O:8][CH3:9])[N:5]=[C:4]([C:10]2[CH:22]=[CH:21][C:13]3[N:14]=[C:15]([NH:17][C:18](=[O:20])[CH3:19])[S:16][C:12]=3[CH:11]=2)[CH:3]=1.[Cl:23][C:24]1[CH:29]=[C:28]([Cl:30])[CH:27]=[CH:26][C:25]=1[CH2:31][CH2:32][NH2:33].C([O-])([O-])=O.[K+].[K+].O. Given the product [Cl:23][C:24]1[CH:29]=[C:28]([Cl:30])[CH:27]=[CH:26][C:25]=1[CH2:31][CH2:32][NH:33][C:2]1[N:7]=[C:6]([O:8][CH3:9])[N:5]=[C:4]([C:10]2[CH:22]=[CH:21][C:13]3[N:14]=[C:15]([NH:17][C:18](=[O:20])[CH3:19])[S:16][C:12]=3[CH:11]=2)[CH:3]=1, predict the reactants needed to synthesize it. (3) Given the product [Cl:32][C:27]1[C:26]([C:24]([NH:23][C:20]2[CH:21]=[CH:22][C:16]3[CH2:15][CH2:14][C:13]4[C:12]([C:33]([NH2:35])=[O:34])=[N:11][N:10]([C:7]5[CH:8]=[CH:9][C:4]([CH:1]([OH:3])[CH3:2])=[CH:5][CH:6]=5)[C:18]=4[C:17]=3[CH:19]=2)=[O:25])=[CH:31][CH:30]=[CH:29][N:28]=1, predict the reactants needed to synthesize it. The reactants are: [C:1]([C:4]1[CH:9]=[CH:8][C:7]([N:10]2[C:18]3[C:17]4[CH:19]=[C:20]([NH:23][C:24]([C:26]5[C:27]([Cl:32])=[N:28][CH:29]=[CH:30][CH:31]=5)=[O:25])[CH:21]=[CH:22][C:16]=4[CH2:15][CH2:14][C:13]=3[C:12]([C:33]([NH2:35])=[O:34])=[N:11]2)=[CH:6][CH:5]=1)(=[O:3])[CH3:2].[BH4-].[Na+]. (4) The reactants are: [N:1]1([CH:15]2[CH2:20][CH2:19][NH:18][CH2:17][CH2:16]2)[CH2:6][CH2:5][CH2:4][C@@H:3]([C:7]([N:9]2[CH2:14][CH2:13][O:12][CH2:11][CH2:10]2)=[O:8])[CH2:2]1.[F:21][C:22]([F:47])([F:46])[C:23]1[CH:24]=[C:25]2[C:30](=[CH:31][CH:32]=1)[N:29]=[C:28]([C:33]1[CH:38]=[CH:37][C:36]([C:39]([F:42])([F:41])[F:40])=[CH:35][CH:34]=1)[CH:27]=[C:26]2[C:43](O)=[O:44].O.ON1C2C=CC=CC=2N=N1.C(N(C(C)C)CC)(C)C. Given the product [N:9]1([C:7]([C@@H:3]2[CH2:4][CH2:5][CH2:6][N:1]([CH:15]3[CH2:20][CH2:19][N:18]([C:43]([C:26]4[C:25]5[C:30](=[CH:31][CH:32]=[C:23]([C:22]([F:21])([F:46])[F:47])[CH:24]=5)[N:29]=[C:28]([C:33]5[CH:38]=[CH:37][C:36]([C:39]([F:42])([F:40])[F:41])=[CH:35][CH:34]=5)[CH:27]=4)=[O:44])[CH2:17][CH2:16]3)[CH2:2]2)=[O:8])[CH2:10][CH2:11][O:12][CH2:13][CH2:14]1, predict the reactants needed to synthesize it. (5) The reactants are: Cl.[CH3:2][N:3]1[CH:7]=[C:6]([NH2:8])[N:5]=[CH:4]1.Cl[C:10]1[N:15]=[C:14]([S:16]([CH3:19])(=[O:18])=[O:17])[N:13]=[C:12]2[N:20]([CH2:23][CH3:24])[N:21]=[CH:22][C:11]=12. Given the product [CH2:23]([N:20]1[C:12]2=[N:13][C:14]([S:16]([CH3:19])(=[O:17])=[O:18])=[N:15][C:10]([NH:8][C:6]3[N:5]=[CH:4][N:3]([CH3:2])[CH:7]=3)=[C:11]2[CH:22]=[N:21]1)[CH3:24], predict the reactants needed to synthesize it. (6) Given the product [CH2:1]([C:8]1[C:12]2[CH:13]=[C:14]([CH3:18])[CH:15]=[C:16]([Br:17])[C:11]=2[O:10][C:9]=1[C:19]#[N:22])[C:2]1[CH:7]=[CH:6][CH:5]=[CH:4][CH:3]=1, predict the reactants needed to synthesize it. The reactants are: [CH2:1]([C:8]1[C:12]2[CH:13]=[C:14]([CH3:18])[CH:15]=[C:16]([Br:17])[C:11]=2[O:10][C:9]=1[CH:19]=O)[C:2]1[CH:7]=[CH:6][CH:5]=[CH:4][CH:3]=1.[OH-].[NH4+:22].II. (7) Given the product [CH3:1][O:2][C:3]([C:5]1[S:6][C:7]([C:22]2[CH:23]=[C:24]([Cl:42])[C:25]([CH2:29][CH:30]3[CH2:34][CH2:33][N:32]([CH:35]4[CH2:40][CH2:39][CH2:38][CH2:37][CH2:36]4)[C:31]3=[O:41])=[C:26]([Cl:28])[CH:27]=2)=[CH:8][CH:9]=1)=[O:4], predict the reactants needed to synthesize it. The reactants are: [CH3:1][O:2][C:3]([C:5]1[S:6][C:7](Br)=[CH:8][CH:9]=1)=[O:4].C([Li])CCC.FC(F)(F)S(O[C:22]1[CH:27]=[C:26]([Cl:28])[C:25]([CH2:29][CH:30]2[CH2:34][CH2:33][N:32]([CH:35]3[CH2:40][CH2:39][CH2:38][CH2:37][CH2:36]3)[C:31]2=[O:41])=[C:24]([Cl:42])[CH:23]=1)(=O)=O.ClCCl.